From a dataset of Catalyst prediction with 721,799 reactions and 888 catalyst types from USPTO. Predict which catalyst facilitates the given reaction. (1) Reactant: Br[C:2]1[CH:7]=[C:6]([C:8]2[CH:13]=[CH:12][C:11]([C:14]([F:17])([F:16])[F:15])=[CH:10][CH:9]=2)[CH:5]=[C:4]([CH3:18])[N:3]=1.[I-:19].[Na+].CNCCNC. Product: [I:19][C:2]1[CH:7]=[C:6]([C:8]2[CH:13]=[CH:12][C:11]([C:14]([F:17])([F:16])[F:15])=[CH:10][CH:9]=2)[CH:5]=[C:4]([CH3:18])[N:3]=1. The catalyst class is: 185. (2) Reactant: Cl[C:2]1[C:11]2[C:6](=[CH:7][C:8]([F:13])=[CH:9][C:10]=2[F:12])[N:5]=[C:4]([C:14]2[CH:15]=[N:16][CH:17]=[C:18]([S:20]([CH3:23])(=[O:22])=[O:21])[CH:19]=2)[C:3]=1[CH3:24].[CH3:25][C:26]1([CH3:41])[C:30]2=[N:31][CH:32]=[C:33]([N:35]3[CH2:40][CH2:39][O:38][CH2:37][CH2:36]3)[CH:34]=[C:29]2[NH:28][CH2:27]1.CC(C1C=C(C(C)C)C(C2C=CC=CC=2P(C2CCCCC2)C2CCCCC2)=C(C(C)C)C=1)C.CC(C)([O-])C.[Na+]. Product: [CH3:25][C:26]1([CH3:41])[C:30]2=[N:31][CH:32]=[C:33]([N:35]3[CH2:40][CH2:39][O:38][CH2:37][CH2:36]3)[CH:34]=[C:29]2[N:28]([C:2]2[C:11]3[C:6](=[CH:7][C:8]([F:13])=[CH:9][C:10]=3[F:12])[N:5]=[C:4]([C:14]3[CH:15]=[N:16][CH:17]=[C:18]([S:20]([CH3:23])(=[O:22])=[O:21])[CH:19]=3)[C:3]=2[CH3:24])[CH2:27]1. The catalyst class is: 187. (3) Reactant: I[C:2]1[C:10]2[C:5](=[CH:6][CH:7]=[C:8]([N+:11]([O-:13])=[O:12])[CH:9]=2)[N:4]([CH2:14][O:15][CH2:16][CH2:17][Si:18]([CH3:21])([CH3:20])[CH3:19])[N:3]=1.C(N(CC)CC)C.[F:29][C:30]1[CH:31]=[C:32]([C:36]#[CH:37])[CH:33]=[CH:34][CH:35]=1. Product: [F:29][C:30]1[CH:31]=[C:32]([C:36]#[C:37][C:2]2[C:10]3[C:5](=[CH:6][CH:7]=[C:8]([N+:11]([O-:13])=[O:12])[CH:9]=3)[N:4]([CH2:14][O:15][CH2:16][CH2:17][Si:18]([CH3:21])([CH3:20])[CH3:19])[N:3]=2)[CH:33]=[CH:34][CH:35]=1. The catalyst class is: 654. (4) Reactant: [CH2:1]([O:3][C:4]([C:6]1([O:18][CH2:19][CH:20]=[CH2:21])[CH2:10][CH2:9][N:8](CC2C=CC=CC=2)[CH2:7]1)=[O:5])[CH3:2].C([O-])=O.[NH4+]. Product: [CH2:1]([O:3][C:4]([C:6]1([O:18][CH2:19][CH2:20][CH3:21])[CH2:10][CH2:9][NH:8][CH2:7]1)=[O:5])[CH3:2]. The catalyst class is: 43. (5) Reactant: [F:1][C:2]([F:19])([F:18])[CH:3]([C:5]1[CH:10]=[CH:9][CH:8]=[CH:7][C:6]=1[C:11]1[CH:16]=[CH:15][CH:14]=[C:13]([CH3:17])[CH:12]=1)[OH:4].[H-].[Na+].[NH2:22][C:23]1[N:28]=[C:27](Cl)[CH:26]=[C:25]([Cl:30])[N:24]=1. Product: [Cl:30][C:25]1[CH:26]=[C:27]([O:4][CH:3]([C:5]2[CH:10]=[CH:9][CH:8]=[CH:7][C:6]=2[C:11]2[CH:16]=[CH:15][CH:14]=[C:13]([CH3:17])[CH:12]=2)[C:2]([F:18])([F:19])[F:1])[N:28]=[C:23]([NH2:22])[N:24]=1. The catalyst class is: 1. (6) Reactant: [CH:1]1([C:6](Cl)=[O:7])[CH2:5][CH2:4][CH2:3][CH2:2]1.[N-:9]=[C:10]=[S:11].[NH4+].[NH2:13][C:14]1[CH:15]=[CH:16][C:17]([CH3:33])=[C:18]([C:20]2[C:21](=[O:32])[N:22]([CH3:31])[C:23]3[C:28]([CH:29]=2)=[CH:27][N:26]=[C:25]([CH3:30])[CH:24]=3)[CH:19]=1. Product: [CH3:31][N:22]1[C:23]2[C:28](=[CH:27][N:26]=[C:25]([CH3:30])[CH:24]=2)[CH:29]=[C:20]([C:18]2[CH:19]=[C:14]([NH:13][C:10]([NH:9][C:6]([CH:1]3[CH2:5][CH2:4][CH2:3][CH2:2]3)=[O:7])=[S:11])[CH:15]=[CH:16][C:17]=2[CH3:33])[C:21]1=[O:32]. The catalyst class is: 21. (7) Reactant: [H-].[Na+].[F:3][C:4]1[CH:5]=[C:6]([CH:13]=[CH:14][C:15]=1[N:16]([CH3:27])[C:17]1[N:22]=[CH:21][C:20]2[N:23]=[CH:24][N:25]([CH3:26])[C:19]=2[CH:18]=1)[CH2:7][NH:8][S:9]([CH3:12])(=[O:11])=[O:10].Br[CH2:29][O:30][CH3:31]. Product: [F:3][C:4]1[CH:5]=[C:6]([CH:13]=[CH:14][C:15]=1[N:16]([CH3:27])[C:17]1[N:22]=[CH:21][C:20]2[N:23]=[CH:24][N:25]([CH3:26])[C:19]=2[CH:18]=1)[CH2:7][N:8]([CH2:29][O:30][CH3:31])[S:9]([CH3:12])(=[O:10])=[O:11]. The catalyst class is: 49. (8) Reactant: [O:1]=[C:2]([C:16]1[O:17][C:18]([C:21]2[CH:26]=[CH:25][CH:24]=[CH:23][N:22]=2)=[CH:19][N:20]=1)[CH2:3][CH2:4][CH2:5][CH2:6][C:7]#[C:8][C:9]1[CH:14]=[CH:13][CH:12]=[C:11]([Cl:15])[CH:10]=1.CC(OI1(OC(C)=O)(OC(C)=O)OC(=O)C2C=CC=CC1=2)=O. Product: [O:1]=[C:2]([C:16]1[O:17][C:18]([C:21]2[CH:26]=[CH:25][CH:24]=[CH:23][N:22]=2)=[CH:19][N:20]=1)[CH2:3][CH2:4][CH2:5][CH2:6][CH2:7][CH2:8][C:9]1[CH:14]=[CH:13][CH:12]=[C:11]([Cl:15])[CH:10]=1. The catalyst class is: 446. (9) Reactant: CO[Na].Cl.[C:5]([NH2:8])(=[NH:7])[CH3:6].[CH3:9][CH:10]([C:15](OC)=[O:16])[C:11](OC)=[O:12]. Product: [CH3:6][C:5]1[N:8]=[C:11]([OH:12])[C:10]([CH3:9])=[C:15]([OH:16])[N:7]=1. The catalyst class is: 5.